This data is from Retrosynthesis with 50K atom-mapped reactions and 10 reaction types from USPTO. The task is: Predict the reactants needed to synthesize the given product. (1) Given the product CC(C)(C)OC(=O)n1nc(-c2ccccc2Cl)c2ccc(Oc3ccccc3F)cc21, predict the reactants needed to synthesize it. The reactants are: CC(C)(C)OC(=O)n1nc(I)c2ccc(Oc3ccccc3F)cc21.OB(O)c1ccccc1Cl. (2) Given the product COC(=O)CC1CC(NCc2ccc(OC)cc2OC)C1, predict the reactants needed to synthesize it. The reactants are: COC(=O)CC1CC(=O)C1.COc1ccc(CN)c(OC)c1. (3) Given the product CCCCCCCCCCOc1ccc(-c2ccc(C#N)cc2)cc1, predict the reactants needed to synthesize it. The reactants are: CCCCCCCCCCBr.N#Cc1ccc(-c2ccc(O)cc2)cc1.